Task: Predict the reactants needed to synthesize the given product.. Dataset: Full USPTO retrosynthesis dataset with 1.9M reactions from patents (1976-2016) (1) Given the product [NH2:6][C:7]1[N:12]=[C:11]([S:13]([NH:16][C:17]([C:19]2[C:20]([N:30]3[CH2:34][C@@H:33]([CH3:35])[CH2:32][C:31]3([CH3:37])[CH3:36])=[N:21][C:22]([C:26]([CH3:29])([CH3:28])[CH3:27])=[C:23](/[CH:47]=[CH:46]/[C:43]3[CH:44]=[CH:45][C:40]([O:39][CH3:38])=[CH:41][CH:42]=3)[CH:24]=2)=[O:18])(=[O:15])=[O:14])[CH:10]=[CH:9][CH:8]=1, predict the reactants needed to synthesize it. The reactants are: CN(C=O)C.[NH2:6][C:7]1[N:12]=[C:11]([S:13]([NH:16][C:17]([C:19]2[C:20]([N:30]3[CH2:34][CH:33]([CH3:35])[CH2:32][C:31]3([CH3:37])[CH3:36])=[N:21][C:22]([C:26]([CH3:29])([CH3:28])[CH3:27])=[C:23](I)[CH:24]=2)=[O:18])(=[O:15])=[O:14])[CH:10]=[CH:9][CH:8]=1.[CH3:38][O:39][C:40]1[CH:45]=[CH:44][C:43](/[CH:46]=[CH:47]/B(O)O)=[CH:42][CH:41]=1.C([O-])([O-])=O.[K+].[K+]. (2) Given the product [B:6]([O-:9])([O-:8])[O-:7].[B:6]([O-:9])([O-:8])[O-:7].[B:6]([O-:9])([O-:8])[O-:7].[B:6]([O-:9])([O-:8])[O-:7].[B:6]([O-:9])([O-:8])[O-:7].[B:6]([O-:9])([O-:8])[O-:7].[B:6]([O-:9])([O-:8])[O-:7].[B:6]([O-:9])([O-:8])[O-:7].[B:6]([O-:9])([O-:8])[O-:7].[NH+:1]1[CH:5]=[CH:4][NH:3][CH:2]=1.[NH+:1]1[CH:5]=[CH:4][NH:3][CH:2]=1.[NH+:1]1[CH:5]=[CH:4][NH:3][CH:2]=1.[NH+:1]1[CH:5]=[CH:4][NH:3][CH:2]=1.[NH+:1]1[CH:5]=[CH:4][NH:3][CH:2]=1.[NH+:1]1[CH:5]=[CH:4][NH:3][CH:2]=1.[NH+:1]1[CH:5]=[CH:4][NH:3][CH:2]=1.[NH+:1]1[CH:5]=[CH:4][NH:3][CH:2]=1.[NH+:1]1[CH:5]=[CH:4][NH:3][CH:2]=1.[NH+:1]1[CH:5]=[CH:4][NH:3][CH:2]=1.[NH+:1]1[CH:5]=[CH:4][NH:3][CH:2]=1.[NH+:1]1[CH:5]=[CH:4][NH:3][CH:2]=1.[NH+:1]1[CH:5]=[CH:4][NH:3][CH:2]=1.[NH+:1]1[CH:5]=[CH:4][NH:3][CH:2]=1.[NH+:1]1[CH:5]=[CH:4][NH:3][CH:2]=1.[NH+:1]1[CH:5]=[CH:4][NH:3][CH:2]=1.[NH+:1]1[CH:5]=[CH:4][NH:3][CH:2]=1.[NH+:1]1[CH:5]=[CH:4][NH:3][CH:2]=1.[NH+:1]1[CH:5]=[CH:4][NH:3][CH:2]=1.[NH+:1]1[CH:5]=[CH:4][NH:3][CH:2]=1.[NH+:1]1[CH:5]=[CH:4][NH:3][CH:2]=1.[NH+:1]1[CH:5]=[CH:4][NH:3][CH:2]=1.[NH+:1]1[CH:5]=[CH:4][NH:3][CH:2]=1.[NH+:1]1[CH:5]=[CH:4][NH:3][CH:2]=1.[NH+:1]1[CH:5]=[CH:4][NH:3][CH:2]=1.[NH+:1]1[CH:5]=[CH:4][NH:3][CH:2]=1.[NH+:1]1[CH:5]=[CH:4][NH:3][CH:2]=1, predict the reactants needed to synthesize it. The reactants are: [NH:1]1[CH:5]=[CH:4][N:3]=[CH:2]1.[B:6]([OH:9])([OH:8])[OH:7].